Dataset: Peptide-MHC class I binding affinity with 185,985 pairs from IEDB/IMGT. Task: Regression. Given a peptide amino acid sequence and an MHC pseudo amino acid sequence, predict their binding affinity value. This is MHC class I binding data. (1) The peptide sequence is ISLNSMYTR. The binding affinity (normalized) is 0.761. The MHC is HLA-A68:01 with pseudo-sequence HLA-A68:01. (2) The peptide sequence is GYEQFEFRV. The MHC is H-2-Db with pseudo-sequence H-2-Db. The binding affinity (normalized) is 0. (3) The binding affinity (normalized) is 0.796. The MHC is Mamu-A02 with pseudo-sequence Mamu-A02. The peptide sequence is YGLNTFTNM. (4) The peptide sequence is MLSSFGWIY. The MHC is HLA-A69:01 with pseudo-sequence HLA-A69:01. The binding affinity (normalized) is 0.0847. (5) The peptide sequence is RPLLARMPE. The MHC is HLA-B35:01 with pseudo-sequence HLA-B35:01. The binding affinity (normalized) is 0.0847. (6) The peptide sequence is DEYGPVFVE. The MHC is HLA-A69:01 with pseudo-sequence HLA-A69:01. The binding affinity (normalized) is 0.0847. (7) The binding affinity (normalized) is 0. The MHC is HLA-B45:01 with pseudo-sequence HLA-B45:01. The peptide sequence is FLKENGGL.